This data is from Peptide-MHC class II binding affinity with 134,281 pairs from IEDB. The task is: Regression. Given a peptide amino acid sequence and an MHC pseudo amino acid sequence, predict their binding affinity value. This is MHC class II binding data. (1) The peptide sequence is FDHEFTFGWDELLSK. The MHC is HLA-DQA10501-DQB10201 with pseudo-sequence HLA-DQA10501-DQB10201. The binding affinity (normalized) is 0.523. (2) The peptide sequence is YDKFLANMSTVLTGK. The MHC is DRB1_0404 with pseudo-sequence DRB1_0404. The binding affinity (normalized) is 0.403. (3) The peptide sequence is NLNDLERLKDKHPVL. The MHC is H-2-IAb with pseudo-sequence H-2-IAb. The binding affinity (normalized) is 0.0419. (4) The peptide sequence is AFKVAATAANAHPAN. The MHC is DRB1_0901 with pseudo-sequence DRB1_0901. The binding affinity (normalized) is 0.678. (5) The peptide sequence is NANPNANPNANP. The MHC is DRB1_0101 with pseudo-sequence DRB1_0101. The binding affinity (normalized) is 0. (6) The peptide sequence is AVNGKKSAHGSPTFW. The MHC is HLA-DQA10501-DQB10303 with pseudo-sequence HLA-DQA10501-DQB10303. The binding affinity (normalized) is 0.353. (7) The MHC is DRB1_1001 with pseudo-sequence DRB1_1001. The peptide sequence is AHGETVSAVAELIGD. The binding affinity (normalized) is 0.214. (8) The peptide sequence is FGMVTLLGSALLSVL. The MHC is DRB1_0405 with pseudo-sequence DRB1_0405. The binding affinity (normalized) is 0.677. (9) The peptide sequence is GYKDWILWISFAISC. The MHC is DRB3_0101 with pseudo-sequence DRB3_0101. The binding affinity (normalized) is 0.0470.